The task is: Predict the reaction yield, written as a fraction of the theoretical maximum amount of product (1.0 means a 100% yield; for example, 0.34 means a 34% yield).. This data is from Reaction yield outcomes from USPTO patents with 853,638 reactions. (1) The reactants are [CH:1]([C:4]1[C:8]2[CH:9]=[CH:10][C:11]([C:13]([F:16])([F:15])[F:14])=[CH:12][C:7]=2[S:6][C:5]=1[CH2:17][CH2:18][C:19]1[C:23]2[CH:24]=[C:25]([CH3:33])[C:26]([C:28](=[CH2:32])[C:29]([OH:31])=[O:30])=[CH:27][C:22]=2[O:21][N:20]=1)([CH3:3])[CH3:2].O.NN.O=O.Cl. The catalyst is CCO. The product is [CH:1]([C:4]1[C:8]2[CH:9]=[CH:10][C:11]([C:13]([F:14])([F:15])[F:16])=[CH:12][C:7]=2[S:6][C:5]=1[CH2:17][CH2:18][C:19]1[C:23]2[CH:24]=[C:25]([CH3:33])[C:26]([CH:28]([CH3:32])[C:29]([OH:31])=[O:30])=[CH:27][C:22]=2[O:21][N:20]=1)([CH3:3])[CH3:2]. The yield is 0.790. (2) The reactants are O[CH:2]=[C:3]1[C:11]2[C:6](=[CH:7][C:8]([C:12]([C:14]3[CH:15]=[C:16]([NH:20][C:21]([C:23]4[CH:27]=[C:26]([CH2:28][CH3:29])[N:25]([CH3:30])[N:24]=4)=[O:22])[CH:17]=[CH:18][CH:19]=3)=[O:13])=[CH:9][CH:10]=2)[NH:5][C:4]1=[O:31].[CH3:32][N:33]1[CH2:38][CH2:37][N:36]([C:39]2[CH:44]=[CH:43][C:42]([NH2:45])=[CH:41][CH:40]=2)[CH2:35][CH2:34]1. The catalyst is C1COCC1. The product is [CH3:32][N:33]1[CH2:34][CH2:35][N:36]([C:39]2[CH:44]=[CH:43][C:42]([NH:45][CH:2]=[C:3]3[C:11]4[C:6](=[CH:7][C:8]([C:12]([C:14]5[CH:15]=[C:16]([NH:20][C:21]([C:23]6[CH:27]=[C:26]([CH2:28][CH3:29])[N:25]([CH3:30])[N:24]=6)=[O:22])[CH:17]=[CH:18][CH:19]=5)=[O:13])=[CH:9][CH:10]=4)[NH:5][C:4]3=[O:31])=[CH:41][CH:40]=2)[CH2:37][CH2:38]1. The yield is 0.120. (3) The product is [OH:1][CH:2]([CH2:29][OH:30])[CH2:3][NH:4][C:5]1[CH:12]=[C:11]([N:13]2[C:21]3[CH2:20][C:19]([CH3:22])([CH3:23])[CH2:18][C:17](=[O:24])[C:16]=3[C:15]([C:25]([F:27])([F:28])[F:26])=[N:14]2)[CH:10]=[CH:9][C:6]=1[C:7]([NH2:8])=[O:31]. The yield is 0.290. The catalyst is CCO.O. The reactants are [OH:1][CH:2]([CH2:29][OH:30])[CH2:3][NH:4][C:5]1[CH:12]=[C:11]([N:13]2[C:21]3[CH2:20][C:19]([CH3:23])([CH3:22])[CH2:18][C:17](=[O:24])[C:16]=3[C:15]([C:25]([F:28])([F:27])[F:26])=[N:14]2)[CH:10]=[CH:9][C:6]=1[C:7]#[N:8].[OH-:31].[Na+].OO. (4) The reactants are [H-].[Na+].[C:3]([C:5]1[C:14]([S:15][CH3:16])=[N:13][C:12]([C:17]2[CH:22]=[CH:21][C:20]([O:23][CH3:24])=[CH:19][CH:18]=2)=[C:11]2[C:6]=1[C:7]1[CH:29]=[CH:28][C:27]([N:30]3[CH2:35][CH2:34][N:33]([C:36]([O:38][C:39]([CH3:42])([CH3:41])[CH3:40])=[O:37])[CH2:32][CH2:31]3)=[CH:26][C:8]=1[NH:9][C:10]2=[O:25])#[N:4].I[CH2:44][CH3:45].O. The catalyst is O1CCCC1.CN(C)C=O. The product is [C:3]([C:5]1[C:14]([S:15][CH3:16])=[N:13][C:12]([C:17]2[CH:18]=[CH:19][C:20]([O:23][CH3:24])=[CH:21][CH:22]=2)=[C:11]2[C:6]=1[C:7]1[CH:29]=[CH:28][C:27]([N:30]3[CH2:35][CH2:34][N:33]([C:36]([O:38][C:39]([CH3:42])([CH3:41])[CH3:40])=[O:37])[CH2:32][CH2:31]3)=[CH:26][C:8]=1[N:9]=[C:10]2[O:25][CH2:44][CH3:45])#[N:4].[C:3]([C:5]1[C:14]([S:15][CH3:16])=[N:13][C:12]([C:17]2[CH:18]=[CH:19][C:20]([O:23][CH3:24])=[CH:21][CH:22]=2)=[C:11]2[C:6]=1[C:7]1[CH:29]=[CH:28][C:27]([N:30]3[CH2:35][CH2:34][N:33]([C:36]([O:38][C:39]([CH3:42])([CH3:41])[CH3:40])=[O:37])[CH2:32][CH2:31]3)=[CH:26][C:8]=1[N:9]([CH2:44][CH3:45])[C:10]2=[O:25])#[N:4]. The yield is 0.240. (5) The reactants are [Br:1][C:2]1[CH:6]=[N:5][N:4]([CH3:7])[C:3]=1[C:8]1[CH:9]=[C:10]([NH2:16])[CH:11]=[CH:12][C:13]=1[O:14][CH3:15].[N+:17]([C:20]1[CH:21]=[C:22]([N:26]=[C:27]=[O:28])[CH:23]=[CH:24][CH:25]=1)([O-:19])=[O:18]. The catalyst is C(Cl)Cl. The product is [Br:1][C:2]1[CH:6]=[N:5][N:4]([CH3:7])[C:3]=1[C:8]1[CH:9]=[C:10]([NH:16][C:27]([NH:26][C:22]2[CH:23]=[CH:24][CH:25]=[C:20]([N+:17]([O-:19])=[O:18])[CH:21]=2)=[O:28])[CH:11]=[CH:12][C:13]=1[O:14][CH3:15]. The yield is 0.700.